The task is: Predict the reactants needed to synthesize the given product.. This data is from Full USPTO retrosynthesis dataset with 1.9M reactions from patents (1976-2016). (1) Given the product [F:7][C:8]1[CH:9]=[CH:10][C:11]([N+:15]([O-:17])=[O:16])=[C:12]([CH:13]=1)[O:14][CH2:21][CH2:22][N:23]1[C:24](=[O:33])[C:25]2[C:26](=[CH:29][CH:30]=[CH:31][CH:32]=2)[C:27]1=[O:28], predict the reactants needed to synthesize it. The reactants are: C(=O)([O-])[O-].[K+].[K+].[F:7][C:8]1[CH:9]=[CH:10][C:11]([N+:15]([O-:17])=[O:16])=[C:12]([OH:14])[CH:13]=1.[I-].[K+].Br[CH2:21][CH2:22][N:23]1[C:27](=[O:28])[C:26]2=[CH:29][CH:30]=[CH:31][CH:32]=[C:25]2[C:24]1=[O:33]. (2) Given the product [CH3:16][S:17][CH:18]1[CH:23]([C:24]#[N:25])[CH2:22][CH2:21][N:20]([C:8](=[O:10])[CH2:7][N:6]2[C:2]([CH3:1])=[CH:3][C:4]([C:11]([F:14])([F:13])[F:12])=[N:5]2)[CH2:19]1, predict the reactants needed to synthesize it. The reactants are: [CH3:1][C:2]1[N:6]([CH2:7][C:8]([OH:10])=O)[N:5]=[C:4]([C:11]([F:14])([F:13])[F:12])[CH:3]=1.Cl.[CH3:16][S:17][CH:18]1[CH:23]([C:24]#[N:25])[CH2:22][CH2:21][NH:20][CH2:19]1.C(N(CC)CC)C. (3) The reactants are: C1C=CC(P(C2C(C3C(P(C4C=CC=CC=4)C4C=CC=CC=4)=CC=C4C=3C=CC=C4)=C3C(C=CC=C3)=CC=2)C2C=CC=CC=2)=CC=1.CC(C)([O-])C.[K+].Br[C:54]1[CH:59]=[C:58]([CH2:60][C:61]([O:63][C:64]([CH3:67])([CH3:66])[CH3:65])=[O:62])[CH:57]=[CH:56][N:55]=1.[C:68](=[NH:81])([C:75]1[CH:80]=[CH:79][CH:78]=[CH:77][CH:76]=1)[C:69]1[CH:74]=[CH:73][CH:72]=[CH:71][CH:70]=1. Given the product [C:64]([O:63][C:61](=[O:62])[CH2:60][C:58]1[CH:57]=[CH:56][N:55]=[C:54]([N:81]=[C:68]([C:69]2[CH:74]=[CH:73][CH:72]=[CH:71][CH:70]=2)[C:75]2[CH:80]=[CH:79][CH:78]=[CH:77][CH:76]=2)[CH:59]=1)([CH3:67])([CH3:66])[CH3:65], predict the reactants needed to synthesize it. (4) Given the product [NH2:16][C:15]1[N:11]([CH2:4][C:5]2[CH:10]=[CH:9][CH:8]=[CH:7][CH:6]=2)[C:12](=[O:13])[NH:14][C:18](=[O:19])[CH:17]=1, predict the reactants needed to synthesize it. The reactants are: C[O-].[Na+].[CH2:4]([NH:11][C:12]([NH2:14])=[O:13])[C:5]1[CH:10]=[CH:9][CH:8]=[CH:7][CH:6]=1.[C:15]([CH2:17][C:18](OC)=[O:19])#[N:16]. (5) Given the product [ClH:1].[Cl:1][C:2]1[CH:3]=[CH:4][C:5]([NH:8][C:9](=[O:27])[C:10]2[CH:15]=[CH:14][CH:13]=[CH:12][C:11]=2[NH:16][C:17]([O:19][CH:20]([CH:21]2[CH2:26][CH2:25][NH:24][CH2:23][CH2:22]2)[CH:34]([CH3:36])[CH3:33])=[O:18])=[N:6][CH:7]=1, predict the reactants needed to synthesize it. The reactants are: [Cl:1][C:2]1[CH:3]=[CH:4][C:5]([NH:8][C:9](=[O:27])[C:10]2[CH:15]=[CH:14][CH:13]=[CH:12][C:11]=2[NH:16][C:17]([O:19][CH2:20][CH:21]2[CH2:26][CH2:25][NH:24][CH2:23][CH2:22]2)=[O:18])=[N:6][CH:7]=1.C([BH3-])#N.[Na+].Cl.[CH3:33][C:34]([CH3:36])=O. (6) Given the product [N+:19]([C:10]1[C:11]2[CH2:12][CH2:13][CH2:14][CH2:15][C:16]=2[CH:17]=[CH:18][C:9]=1[NH:22][C:23]1[CH:28]=[CH:27][CH:26]=[C:25]([NH:29][C:30]([O:31][C:32]([CH3:35])([CH3:34])[CH3:33])=[O:36])[CH:24]=1)([O-:21])=[O:20], predict the reactants needed to synthesize it. The reactants are: O([C:9]1[CH:18]=[CH:17][C:16]2[CH2:15][CH2:14][CH2:13][CH2:12][C:11]=2[C:10]=1[N+:19]([O-:21])=[O:20])S(C(F)(F)F)(=O)=O.[NH2:22][C:23]1[CH:24]=[C:25]([NH:29][C:30](=[O:36])[O:31][C:32]([CH3:35])([CH3:34])[CH3:33])[CH:26]=[CH:27][CH:28]=1. (7) Given the product [Cl:1][C:2]1[CH:10]=[CH:9][N:8]=[C:7]2[NH:6][CH:5]=[C:4]([I:13])[C:3]=12, predict the reactants needed to synthesize it. The reactants are: [Cl:1][C:2]1[CH:10]=[CH:9][N:8]=[C:7]2[C:3]=1[CH:4]=[CH:5][NH:6]2.[OH-].[K+].[I:13]I.[O-]S([O-])(=S)=O.[Na+].[Na+].